From a dataset of Reaction yield outcomes from USPTO patents with 853,638 reactions. Predict the reaction yield, written as a fraction of the theoretical maximum amount of product (1.0 means a 100% yield; for example, 0.34 means a 34% yield). (1) The reactants are [CH2:1]([O:4][N:5]1[C:11](=[O:12])[N:10]2[CH2:13][C@H:6]1[CH:7]=[C:8]([CH2:23][CH2:24][O:25][Si](C(C)(C)C)(C)C)[C@H:9]2[CH2:14][O:15][Si](C(C)(C)C)(C)C)[CH:2]=[CH2:3].[F-].C([N+](CCCC)(CCCC)CCCC)CCC. The catalyst is C1COCC1. The product is [CH2:1]([O:4][N:5]1[C:11](=[O:12])[N:10]2[CH2:13][C@H:6]1[CH:7]=[C:8]([CH2:23][CH2:24][OH:25])[C@H:9]2[CH2:14][OH:15])[CH:2]=[CH2:3]. The yield is 0.880. (2) The reactants are [OH:1][CH2:2][C:3]1[O:7][CH:6]=[N:5][C:4]=1[C:8]1[CH:15]=[CH:14][C:11]([C:12]#[N:13])=[CH:10][CH:9]=1. The catalyst is ClCCl.O=[Mn]=O. The product is [CH:2]([C:3]1[O:7][CH:6]=[N:5][C:4]=1[C:8]1[CH:15]=[CH:14][C:11]([C:12]#[N:13])=[CH:10][CH:9]=1)=[O:1]. The yield is 0.110. (3) The reactants are C(=O)([O-])[O-].[K+].[K+].Cl.Cl[CH2:9][CH2:10][N:11]([CH2:14][CH3:15])[CH2:12][CH3:13].[C:16]([NH:19][C:20]1[S:24][C:23]2[C:25]([OH:30])=[C:26]([Br:29])[CH:27]=[CH:28][C:22]=2[C:21]=1[C:31]([O:33][CH2:34][CH3:35])=[O:32])(=[O:18])[CH3:17]. The catalyst is CN(C)C=O. The product is [C:16]([NH:19][C:20]1[S:24][C:23]2[C:25]([O:30][CH2:9][CH2:10][N:11]([CH2:14][CH3:15])[CH2:12][CH3:13])=[C:26]([Br:29])[CH:27]=[CH:28][C:22]=2[C:21]=1[C:31]([O:33][CH2:34][CH3:35])=[O:32])(=[O:18])[CH3:17]. The yield is 0.450. (4) The reactants are Br[C:2]1[CH:3]=[C:4]([NH:10][C:11]2[CH:15]=[N:14][N:13]([CH:16]([F:18])[F:17])[N:12]=2)[C:5](=[O:9])[N:6]([CH3:8])[CH:7]=1.[C:19]([O:22][CH2:23][C:24]1[C:25]([N:39]2[N:48]=[CH:47][C:46]3[C:41](=[C:42]([F:53])[CH:43]=[C:44]([C:49]([CH3:52])([CH3:51])[CH3:50])[CH:45]=3)[C:40]2=[O:54])=[N:26][CH:27]=[CH:28][C:29]=1B1OC(C)(C)C(C)(C)O1)(=[O:21])[CH3:20]. No catalyst specified. The product is [C:19]([O:22][CH2:23][C:24]1[C:25]([N:39]2[N:48]=[CH:47][C:46]3[C:41](=[C:42]([F:53])[CH:43]=[C:44]([C:49]([CH3:51])([CH3:50])[CH3:52])[CH:45]=3)[C:40]2=[O:54])=[N:26][CH:27]=[CH:28][C:29]=1[C:2]1[CH:3]=[C:4]([NH:10][C:11]2[CH:15]=[N:14][N:13]([CH:16]([F:18])[F:17])[N:12]=2)[C:5](=[O:9])[N:6]([CH3:8])[CH:7]=1)(=[O:21])[CH3:20]. The yield is 0.320. (5) The reactants are [F:1][C:2]1[C:3]([CH:22]=O)=[CH:4][N:5]([S:13]([C:16]2[CH:17]=[N:18][CH:19]=[CH:20][CH:21]=2)(=[O:15])=[O:14])[C:6]=1[C:7]1[CH:12]=[CH:11][CH:10]=[CH:9][CH:8]=1.[CH3:24][NH2:25].[BH4-].[Na+].CO. The catalyst is O1CCCC1. The product is [F:1][C:2]1[C:3]([CH2:22][NH:25][CH3:24])=[CH:4][N:5]([S:13]([C:16]2[CH:17]=[N:18][CH:19]=[CH:20][CH:21]=2)(=[O:15])=[O:14])[C:6]=1[C:7]1[CH:12]=[CH:11][CH:10]=[CH:9][CH:8]=1. The yield is 0.390. (6) The reactants are [CH2:1]([C:4]1[NH:8][C:7]2[CH:9]=[CH:10][CH:11]=[CH:12][C:6]=2[N:5]=1)[CH2:2][CH3:3].Br[CH2:14][C:15]1[CH:35]=[CH:34][C:18]2/[C:19](=[C:30](/[CH3:33])\[C:31]#[N:32])/[C:20]3[C:27]([F:28])=[CH:26][C:25]([F:29])=[CH:24][C:21]=3[O:22][CH2:23][C:17]=2[CH:16]=1. No catalyst specified. The product is [F:28][C:27]1[C:20]2/[C:19](=[C:30](\[CH3:33])/[C:31]#[N:32])/[C:18]3[CH:34]=[CH:35][C:15]([CH2:14][N:8]4[C:7]5[CH:9]=[CH:10][CH:11]=[CH:12][C:6]=5[N:5]=[C:4]4[CH2:1][CH2:2][CH3:3])=[CH:16][C:17]=3[CH2:23][O:22][C:21]=2[CH:24]=[C:25]([F:29])[CH:26]=1. The yield is 0.970. (7) The reactants are [OH:1][C:2]1[CH:3]=[CH:4][CH:5]=[C:6]2[C:11]=1[N:10]=[C:9]([CH:12]=[O:13])[CH:8]=[CH:7]2.N1C=CN=C1.C(Cl)Cl.[CH3:22][C:23]([Si:26](Cl)([CH3:28])[CH3:27])([CH3:25])[CH3:24]. The catalyst is O. The product is [Si:26]([O:1][C:2]1[CH:3]=[CH:4][CH:5]=[C:6]2[C:11]=1[N:10]=[C:9]([CH:12]=[O:13])[CH:8]=[CH:7]2)([C:23]([CH3:25])([CH3:24])[CH3:22])([CH3:28])[CH3:27]. The yield is 0.740.